The task is: Predict the reactants needed to synthesize the given product.. This data is from Full USPTO retrosynthesis dataset with 1.9M reactions from patents (1976-2016). (1) Given the product [CH:38]([C:41]1[S:45][C:44]([NH:46][C:14](=[O:16])[CH2:13][C:10]2[CH:9]=[CH:8][C:7]([N:3]3[CH2:4][CH2:5][CH2:6][C:2]3=[O:1])=[CH:12][CH:11]=2)=[N:43][CH:42]=1)([CH3:40])[CH3:39], predict the reactants needed to synthesize it. The reactants are: [O:1]=[C:2]1[CH2:6][CH2:5][CH2:4][N:3]1[C:7]1[CH:12]=[CH:11][C:10]([CH2:13][C:14]([OH:16])=O)=[CH:9][CH:8]=1.ON1C2C=CC=CC=2N=N1.CN(C)CCCN=C=NCC.[CH:38]([C:41]1[S:45][C:44]([NH2:46])=[N:43][CH:42]=1)([CH3:40])[CH3:39]. (2) Given the product [F:14][C:11]1([F:15])[CH2:12][CH2:13][C:8]([C:5]2[CH:6]=[N:7][C:2]([CH3:3])=[N:20][CH:4]=2)([C:16]#[N:17])[CH2:9][CH2:10]1, predict the reactants needed to synthesize it. The reactants are: Cl[C:2]1[N:7]=[CH:6][C:5]([C:8]2([C:16]#[N:17])[CH2:13][CH2:12][C:11]([F:15])([F:14])[CH2:10][CH2:9]2)=[CH:4][CH:3]=1.CC1N=CC(C2(C#N)CCC(=O)CC2)=C[N:20]=1. (3) Given the product [F:1][C:2]1[CH:7]=[CH:6][C:5]([O:8][C:31]2[CH:36]=[N:35][CH:34]=[CH:33][N:32]=2)=[CH:4][C:3]=1[C@:9]1([CH2:28][F:29])[CH2:14][C@@H:13]([C:15]([F:18])([F:16])[F:17])[O:12][C:11]([NH:19][C:20](=[O:27])[C:21]2[CH:22]=[CH:23][CH:24]=[CH:25][CH:26]=2)=[N:10]1, predict the reactants needed to synthesize it. The reactants are: [F:1][C:2]1[CH:7]=[CH:6][C:5]([OH:8])=[CH:4][C:3]=1[C@:9]1([CH2:28][F:29])[CH2:14][C@@H:13]([C:15]([F:18])([F:17])[F:16])[O:12][C:11]([NH:19][C:20](=[O:27])[C:21]2[CH:26]=[CH:25][CH:24]=[CH:23][CH:22]=2)=[N:10]1.F[C:31]1[CH:36]=[N:35][CH:34]=[CH:33][N:32]=1.C(=O)([O-])[O-].[Cs+].[Cs+].O. (4) Given the product [F:2][C:3]1([F:8])[CH2:6][CH:5]([NH:7][CH:9]=[O:10])[CH2:4]1, predict the reactants needed to synthesize it. The reactants are: Cl.[F:2][C:3]1([F:8])[CH2:6][CH:5]([NH2:7])[CH2:4]1.[CH:9](OCC)=[O:10]. (5) Given the product [Cl:2][C:11]([C:8]([CH3:16])([CH3:7])[C:9]#[N:10])=[CH:12][C:13]#[N:14], predict the reactants needed to synthesize it. The reactants are: P(Cl)(Cl)(Cl)(Cl)[Cl:2].[CH3:7][C:8]([CH3:16])([C:11](=O)[CH2:12][C:13]#[N:14])[C:9]#[N:10].C(=O)(O)[O-].[Na+]. (6) The reactants are: [CH3:1][C:2]1[CH:10]=[CH:9][C:5]([C:6]([OH:8])=[O:7])=[CH:4][N:3]=1.Cl.[CH3:12]O. Given the product [CH3:12][O:7][C:6](=[O:8])[C:5]1[CH:9]=[CH:10][C:2]([CH3:1])=[N:3][CH:4]=1, predict the reactants needed to synthesize it. (7) Given the product [NH2:25][C:8]1[N:7]=[C:6]([O:5][CH2:1][CH2:2][CH2:3][CH3:4])[N:14]=[C:13]2[C:9]=1[NH:10][C:11](=[O:23])[N:12]2[CH2:15][CH2:16][CH:17]1[CH2:22][CH2:21][CH2:20][CH2:19][O:18]1, predict the reactants needed to synthesize it. The reactants are: [CH2:1]([O:5][C:6]1[N:14]=[C:13]2[C:9]([N:10]=[C:11]([O:23]C)[N:12]2[CH2:15][CH2:16][CH:17]2[CH2:22][CH2:21][CH2:20][CH2:19][O:18]2)=[C:8]([NH2:25])[N:7]=1)[CH2:2][CH2:3][CH3:4].Cl. (8) The reactants are: Cl[C:2](Cl)(OC)[C:3]([O:5][CH3:6])=[O:4].[N:10]1[CH:15]=[CH:14][C:13]([NH2:16])=[C:12]([NH2:17])[CH:11]=1.CCN(C(C)C)C(C)C.CCOC(C)=O. Given the product [NH:16]1[C:13]2[CH:14]=[CH:15][N:10]=[CH:11][C:12]=2[N:17]=[C:2]1[C:3]([O:5][CH3:6])=[O:4], predict the reactants needed to synthesize it. (9) Given the product [Cl:25][C:22]1[CH:23]=[CH:24][C:19]([CH2:18][CH:5]2[CH2:9][CH2:8][C:7]3([CH2:10][O:11][C:12]([CH3:16])([CH3:15])[O:13][CH2:14]3)[C:6]2=[O:17])=[CH:20][CH:21]=1, predict the reactants needed to synthesize it. The reactants are: COC([C:5]1([CH2:18][C:19]2[CH:24]=[CH:23][C:22]([Cl:25])=[CH:21][CH:20]=2)[CH2:9][CH2:8][C:7]2([CH2:14][O:13][C:12]([CH3:16])([CH3:15])[O:11][CH2:10]2)[C:6]1=[O:17])=O.[OH-].[Na+].